Dataset: Catalyst prediction with 721,799 reactions and 888 catalyst types from USPTO. Task: Predict which catalyst facilitates the given reaction. (1) Reactant: [Cl:1][C:2]1[CH:3]=[C:4]([NH:9]/[N:10]=[C:11](\[C:16](=[O:22])[CH2:17][C:18](OC)=[O:19])/[C:12]([O:14][CH3:15])=[O:13])[CH:5]=[CH:6][C:7]=1[Cl:8].O. Product: [Cl:1][C:2]1[CH:3]=[C:4]([N:9]2[C:18](=[O:19])[CH:17]=[C:16]([OH:22])[C:11]([C:12]([O:14][CH3:15])=[O:13])=[N:10]2)[CH:5]=[CH:6][C:7]=1[Cl:8]. The catalyst class is: 262. (2) Reactant: C(O[C:6](=O)[NH:7][N:8]1[CH2:13][CH2:12][N:11]([CH2:14][C:15]2([CH3:26])[O:19][C:18]3=[N:20][C:21]([N+:23]([O-:25])=[O:24])=[CH:22][N:17]3[CH2:16]2)[CH2:10][CH2:9]1)(C)(C)C.[F:28][C:29]([F:40])([F:39])[O:30][C:31]1[CH:38]=[CH:37][C:34](C=O)=[CH:33][CH:32]=1.FC(F)(F)C(O)=O.C(=O)([O-])O.[Na+]. Product: [CH3:26][C:15]1([CH2:14][N:11]2[CH2:12][CH2:13][N:8]([N:7]=[CH:6][C:34]3[CH:33]=[CH:32][C:31]([O:30][C:29]([F:28])([F:39])[F:40])=[CH:38][CH:37]=3)[CH2:9][CH2:10]2)[O:19][C:18]2=[N:20][C:21]([N+:23]([O-:25])=[O:24])=[CH:22][N:17]2[CH2:16]1. The catalyst class is: 2. (3) Reactant: [NH2:1][C:2](=[N:8][NH:9][C:10](=O)[CH2:11][CH:12]1[CH2:17][CH2:16][CH2:15][CH2:14][CH2:13]1)[C:3]([O:5][CH2:6][CH3:7])=[O:4]. Product: [CH:12]1([CH2:11][C:10]2[NH:9][N:8]=[C:2]([C:3]([O:5][CH2:6][CH3:7])=[O:4])[N:1]=2)[CH2:17][CH2:16][CH2:15][CH2:14][CH2:13]1. The catalyst class is: 113. (4) Reactant: [F:1][C:2]([F:17])([F:16])[C:3]([C:5]1[CH:10]=[CH:9][N:8]=[C:7]([CH2:11][C:12]([O:14][CH3:15])=[O:13])[CH:6]=1)=[CH2:4]. Product: [F:17][C:2]([F:1])([F:16])[CH:3]([C:5]1[CH:10]=[CH:9][N:8]=[C:7]([CH2:11][C:12]([O:14][CH3:15])=[O:13])[CH:6]=1)[CH3:4]. The catalyst class is: 350. (5) Reactant: [NH2:1][C@H:2]1[CH2:7][CH2:6][N:5]([C:8]2[S:12][C:11]([CH3:13])=[C:10]([C:14]([O:16][CH3:17])=[O:15])[CH:9]=2)[CH2:4][C@H:3]1[O:18][CH3:19].[Cl:20][C:21]1[N:22]=[C:23]([C:28](O)=[O:29])[NH:24][C:25]=1[CH2:26][CH3:27].CCN=C=NCCCN(C)C.Cl.C1C=CC2N(O)N=NC=2C=1. Product: [Cl:20][C:21]1[N:22]=[C:23]([C:28]([NH:1][C@H:2]2[CH2:7][CH2:6][N:5]([C:8]3[S:12][C:11]([CH3:13])=[C:10]([C:14]([O:16][CH3:17])=[O:15])[CH:9]=3)[CH2:4][C@H:3]2[O:18][CH3:19])=[O:29])[NH:24][C:25]=1[CH2:26][CH3:27]. The catalyst class is: 566. (6) Reactant: C[O:2][C:3]1[CH:24]=[CH:23][C:6]([CH2:7][C:8]2[N:12]3[CH:13]=[C:14]([C:17]4[CH:22]=[CH:21][CH:20]=[CH:19][CH:18]=4)[CH:15]=[CH:16][C:11]3=[N:10][N:9]=2)=[CH:5][CH:4]=1.B(Br)(Br)Br. Product: [C:17]1([C:14]2[CH:15]=[CH:16][C:11]3[N:12]([C:8]([CH2:7][C:6]4[CH:5]=[CH:4][C:3]([OH:2])=[CH:24][CH:23]=4)=[N:9][N:10]=3)[CH:13]=2)[CH:22]=[CH:21][CH:20]=[CH:19][CH:18]=1. The catalyst class is: 4. (7) Reactant: [F:1][C:2]1[CH:3]=[C:4]([C:35]2[C:36]([C:41]#[N:42])=[CH:37][CH:38]=[CH:39][CH:40]=2)[CH:5]=[CH:6][C:7]=1[CH2:8][C:9]1[C:10](=[O:34])[N:11]([C@H:21]2[CH2:26][CH2:25][C@H:24]([O:27][C@H:28]3[C@@H:32]([OH:33])[CH2:31][O:30][CH2:29]3)[CH2:23][CH2:22]2)[C:12]2[N:13]([N:18]=[CH:19][N:20]=2)[C:14]=1[CH2:15][CH2:16][CH3:17].CC(OI1(OC(C)=O)(OC(C)=O)OC(=O)C2C1=CC=CC=2)=O.C(=O)([O-])O.[Na+].S([O-])([O-])(=O)=S.[Na+].[Na+]. Product: [F:1][C:2]1[CH:3]=[C:4]([C:35]2[C:36]([C:41]#[N:42])=[CH:37][CH:38]=[CH:39][CH:40]=2)[CH:5]=[CH:6][C:7]=1[CH2:8][C:9]1[C:10](=[O:34])[N:11]([C@H:21]2[CH2:22][CH2:23][C@H:24]([O:27][C@H:28]3[C:32](=[O:33])[CH2:31][O:30][CH2:29]3)[CH2:25][CH2:26]2)[C:12]2[N:13]([N:18]=[CH:19][N:20]=2)[C:14]=1[CH2:15][CH2:16][CH3:17]. The catalyst class is: 10. (8) Reactant: [CH3:1][C:2]1[C:6]([CH2:7][N:8]2[CH:12]=[C:11]([N:13]3[C:17](=[O:18])[CH2:16][N:15]([CH2:19][C:20]4[CH:25]=[CH:24][CH:23]=[CH:22][C:21]=4[N+:26]([O-])=O)[C:14]3=[O:29])[CH:10]=[N:9]2)=[C:5]([CH3:30])[O:4][N:3]=1. Product: [NH2:26][C:21]1[CH:22]=[CH:23][CH:24]=[CH:25][C:20]=1[CH2:19][N:15]1[CH2:16][C:17](=[O:18])[N:13]([C:11]2[CH:10]=[N:9][N:8]([CH2:7][C:6]3[C:2]([CH3:1])=[N:3][O:4][C:5]=3[CH3:30])[CH:12]=2)[C:14]1=[O:29]. The catalyst class is: 29. (9) Reactant: [F:1][C:2]([F:31])([F:30])[C:3]1[CH:8]=[CH:7][C:6]([C:9]2[C:10]([C:15]([NH:17][C:18]3[CH:19]=[CH:20][C:21]4[O:25][C:24]([C:26]([OH:28])=O)=[CH:23][C:22]=4[CH:29]=3)=[O:16])=[CH:11][CH:12]=[CH:13][CH:14]=2)=[CH:5][CH:4]=1.Cl.[CH2:33]([NH:36][C:37](=[O:46])[C@H:38]([C:40]1[CH:45]=[CH:44][CH:43]=[CH:42][CH:41]=1)[NH2:39])[CH2:34][CH3:35].C1CN([P+](Br)(N2CCCC2)N2CCCC2)CC1.F[P-](F)(F)(F)(F)F.C(N(C(C)C)CC)(C)C. Product: [O:46]=[C:37]([NH:36][CH2:33][CH2:34][CH3:35])[CH:38]([NH:39][C:26]([C:24]1[O:25][C:21]2[CH:22]=[CH:29][C:18]([NH:17][C:15]([C:10]3[C:9]([C:6]4[CH:5]=[CH:4][C:3]([C:2]([F:30])([F:31])[F:1])=[CH:8][CH:7]=4)=[CH:14][CH:13]=[CH:12][CH:11]=3)=[O:16])=[CH:19][C:20]=2[CH:23]=1)=[O:28])[C:40]1[CH:45]=[CH:44][CH:43]=[CH:42][CH:41]=1. The catalyst class is: 2. (10) Reactant: [NH2:1][C:2]1[CH:11]=[C:10]([Br:12])[CH:9]=[CH:8][C:3]=1[C:4]([O:6][CH3:7])=[O:5].C(N(CC)CC)C.C(Cl)Cl.Cl[CH2:24][CH2:25][CH2:26][S:27](Cl)(=[O:29])=[O:28]. Product: [Br:12][C:10]1[CH:9]=[CH:8][C:3]([C:4]([O:6][CH3:7])=[O:5])=[C:2]([N:1]2[CH2:24][CH2:25][CH2:26][S:27]2(=[O:29])=[O:28])[CH:11]=1. The catalyst class is: 6.